From a dataset of Reaction yield outcomes from USPTO patents with 853,638 reactions. Predict the reaction yield, written as a fraction of the theoretical maximum amount of product (1.0 means a 100% yield; for example, 0.34 means a 34% yield). The reactants are [NH2:1][CH2:2][CH:3]([OH:9])[CH2:4][C:5]([F:8])([F:7])[F:6].[C:10](=O)([O-])[O-].[Cs+].[Cs+].Br[CH2:17][C:18]1[C:19]([Cl:26])=[N:20][C:21]([Cl:25])=[CH:22][C:23]=1C. The catalyst is CN(C=O)C. The product is [Cl:26][C:19]1[C:18]([CH:17]([NH:1][CH2:2][CH:3]([OH:9])[CH2:4][C:5]([F:8])([F:7])[F:6])[CH3:10])=[CH:23][CH:22]=[C:21]([Cl:25])[N:20]=1. The yield is 0.380.